Task: Predict the product of the given reaction.. Dataset: Forward reaction prediction with 1.9M reactions from USPTO patents (1976-2016) (1) Given the reactants [CH2:1]([N:3]1[C:7]2=[N:8][CH:9]=[C:10]([C:19]([NH:21][NH:22]C(OC(C)(C)C)=O)=[O:20])[C:11]([NH:12][CH:13]3[CH2:18][CH2:17][O:16][CH2:15][CH2:14]3)=[C:6]2[CH:5]=[N:4]1)[CH3:2].[ClH:30], predict the reaction product. The product is: [ClH:30].[ClH:30].[CH2:1]([N:3]1[C:7]2=[N:8][CH:9]=[C:10]([C:19]([NH:21][NH2:22])=[O:20])[C:11]([NH:12][CH:13]3[CH2:14][CH2:15][O:16][CH2:17][CH2:18]3)=[C:6]2[CH:5]=[N:4]1)[CH3:2]. (2) The product is: [CH3:1][C@H:2]([NH:7][C:8]([C:10]1[C:18]2[C:13](=[N:14][CH:15]=[C:16]([C:19]3[S:23][C:22]([C:24](=[O:25])[NH:39][C@H:37]([CH3:38])[C:36]([CH3:41])([CH3:40])[CH3:35])=[CH:21][CH:20]=3)[N:17]=2)[N:12]([CH2:27][O:28][CH2:29][CH2:30][Si:31]([CH3:32])([CH3:34])[CH3:33])[CH:11]=1)=[O:9])[C:3]([CH3:6])([CH3:4])[CH3:5]. Given the reactants [CH3:1][C@H:2]([NH:7][C:8]([C:10]1[C:18]2[C:13](=[N:14][CH:15]=[C:16]([C:19]3[S:23][C:22]([C:24](O)=[O:25])=[CH:21][CH:20]=3)[N:17]=2)[N:12]([CH2:27][O:28][CH2:29][CH2:30][Si:31]([CH3:34])([CH3:33])[CH3:32])[CH:11]=1)=[O:9])[C:3]([CH3:6])([CH3:5])[CH3:4].[CH3:35][C:36]([CH3:41])([CH3:40])[C@H:37]([NH2:39])[CH3:38].Cl.CN(C)CCCN=C=NCC, predict the reaction product. (3) Given the reactants Cl.[N:2]1[CH:7]=[CH:6][CH:5]=[C:4]([O:8][CH2:9][C:10]([N:12]2[CH2:21][CH2:20][C:19]3[C:14](=[CH:15][CH:16]=[C:17]([NH:22][S:23]([CH:26]4[CH2:31][CH2:30][N:29](C(OC(C)(C)C)=O)[CH2:28][CH2:27]4)(=[O:25])=[O:24])[CH:18]=3)[CH2:13]2)=[O:11])[CH:3]=1, predict the reaction product. The product is: [N:2]1[CH:7]=[CH:6][CH:5]=[C:4]([O:8][CH2:9][C:10]([N:12]2[CH2:21][CH2:20][C:19]3[C:14](=[CH:15][CH:16]=[C:17]([NH:22][S:23]([CH:26]4[CH2:27][CH2:28][NH:29][CH2:30][CH2:31]4)(=[O:25])=[O:24])[CH:18]=3)[CH2:13]2)=[O:11])[CH:3]=1. (4) Given the reactants [CH3:1][C:2]1[C:11]2[C:6](=[CH:7][C:8]([O:14][CH3:15])=[C:9]([O:12][CH3:13])[CH:10]=2)[N:5]=[CH:4][N:3]=1.[Br:16]N1C(=O)CCC1=O.C(OOC(=O)C1C=CC=CC=1)(=O)C1C=CC=CC=1, predict the reaction product. The product is: [Br:16][CH2:1][C:2]1[C:11]2[C:6](=[CH:7][C:8]([O:14][CH3:15])=[C:9]([O:12][CH3:13])[CH:10]=2)[N:5]=[CH:4][N:3]=1. (5) Given the reactants [NH2:1][C:2]1[C:7]2[NH:8][C:9]([N:11]3[CH2:16][CH2:15][N:14]([C:17]4[N:22]=[CH:21][C:20]([CH2:23][OH:24])=[CH:19][C:18]=4[Cl:25])[CH2:13][C@H:12]3[CH3:26])=[N:10][C:6]=2[CH:5]=[C:4]([C:27]([F:30])([F:29])[F:28])[CH:3]=1.[CH:31]1([CH:37]=O)[CH2:36][CH2:35][CH2:34][CH2:33][CH2:32]1, predict the reaction product. The product is: [CH:31]1([CH2:37][N:1]([CH2:27][CH:4]2[CH2:5][CH2:6][CH2:7][CH2:2][CH2:3]2)[C:2]2[C:7]3[NH:8][C:9]([N:11]4[CH2:16][CH2:15][N:14]([C:17]5[N:22]=[CH:21][C:20]([CH2:23][OH:24])=[CH:19][C:18]=5[Cl:25])[CH2:13][C@H:12]4[CH3:26])=[N:10][C:6]=3[CH:5]=[C:4]([C:27]([F:30])([F:29])[F:28])[CH:3]=2)[CH2:36][CH2:35][CH2:34][CH2:33][CH2:32]1. (6) Given the reactants [C:1]([O:5][C:6]([NH:8][C@@H:9]1[CH2:14][CH2:13][CH2:12][N:11]([C:15]2[N:32]([CH2:33][C:34]3[CH:39]=[CH:38][CH:37]=[CH:36][C:35]=3[Cl:40])[C:18]3[C:19](=[O:31])[N:20]([CH3:30])[C:21]4[CH:22]=[CH:23][C:24]([C:27]([OH:29])=O)=[CH:25][C:26]=4[C:17]=3[N:16]=2)[CH2:10]1)=[O:7])([CH3:4])([CH3:3])[CH3:2].ON1C2C=CC=CC=2N=N1.Cl.C(N=C=NCCCN(C)C)C.[NH:63]1[CH2:68][CH2:67][O:66][CH2:65][CH2:64]1.[Cl-].[NH4+], predict the reaction product. The product is: [Cl:40][C:35]1[CH:36]=[CH:37][CH:38]=[CH:39][C:34]=1[CH2:33][N:32]1[C:18]2[C:19](=[O:31])[N:20]([CH3:30])[C:21]3[CH:22]=[CH:23][C:24]([C:27]([N:63]4[CH2:68][CH2:67][O:66][CH2:65][CH2:64]4)=[O:29])=[CH:25][C:26]=3[C:17]=2[N:16]=[C:15]1[N:11]1[CH2:12][CH2:13][CH2:14][C@@H:9]([NH:8][C:6](=[O:7])[O:5][C:1]([CH3:4])([CH3:3])[CH3:2])[CH2:10]1.